Task: Predict which catalyst facilitates the given reaction.. Dataset: Catalyst prediction with 721,799 reactions and 888 catalyst types from USPTO (1) Reactant: Br[C:2]1[CH:3]=[CH:4][C:5]([Cl:14])=[C:6]([NH:8][NH:9][C:10]([O:12][CH3:13])=[O:11])[CH:7]=1.[Sn]([CH2:28][OH:29])(CCCC)(CCCC)CCCC. Product: [Cl:14][C:5]1[CH:4]=[CH:3][C:2]([CH2:28][OH:29])=[CH:7][C:6]=1[NH:8][NH:9][C:10]([O:12][CH3:13])=[O:11]. The catalyst class is: 77. (2) Reactant: N1(CCOC2C=CC(NC3SC(C4C=CC(O)=CC=4)=CN=3)=CC=2)CCCC1.C[O:29][C:30]1[CH:35]=[CH:34][C:33]([NH:36][C:37]2[S:38][C:39]([C:42]3[CH:46]=[CH:45][S:44][CH:43]=3)=[CH:40][N:41]=2)=[C:32]([C:47]([F:50])([F:49])[F:48])[CH:31]=1.B(Br)(Br)Br. Product: [S:44]1[CH:45]=[CH:46][C:42]([C:39]2[S:38][C:37]([NH:36][C:33]3[CH:34]=[CH:35][C:30]([OH:29])=[CH:31][C:32]=3[C:47]([F:50])([F:49])[F:48])=[N:41][CH:40]=2)=[CH:43]1. The catalyst class is: 61. (3) Reactant: [CH3:1][O:2][C:3]1[CH:4]=[CH:5][CH:6]=[C:7]2[C:12]=1[CH2:11][CH:10]([N:13]([CH2:22][CH2:23][CH3:24])[C:14](=O)[CH2:15][C:16]1[S:17][CH:18]=[CH:19][CH:20]=1)[CH2:9][CH2:8]2. Product: [CH3:1][O:2][C:3]1[CH:4]=[CH:5][CH:6]=[C:7]2[C:12]=1[CH2:11][CH:10]([N:13]([CH2:22][CH2:23][CH3:24])[CH2:14][CH2:15][C:16]1[S:17][CH:18]=[CH:19][CH:20]=1)[CH2:9][CH2:8]2. The catalyst class is: 27. (4) Reactant: C(O)(=O)C.[NH2:5][CH2:6][C@@H:7]([C:9]1[CH:10]=[CH:11][C:12]([OH:20])=[C:13]([NH:15][S:16]([CH3:19])(=[O:18])=[O:17])[CH:14]=1)[OH:8].O=[C:22]1[CH2:27][CH2:26][N:25]([C:28]2[CH:33]=[CH:32][C:31]([S:34]([NH:37][CH2:38][C:39]([O:41][C:42]([CH3:45])([CH3:44])[CH3:43])=[O:40])(=[O:36])=[O:35])=[CH:30][CH:29]=2)[CH2:24][CH2:23]1.C(O[BH-](OC(=O)C)OC(=O)C)(=O)C.[Na+]. Product: [OH:8][C@H:7]([C:9]1[CH:10]=[CH:11][C:12]([OH:20])=[C:13]([NH:15][S:16]([CH3:19])(=[O:18])=[O:17])[CH:14]=1)[CH2:6][NH:5][CH:22]1[CH2:23][CH2:24][N:25]([C:28]2[CH:29]=[CH:30][C:31]([S:34]([NH:37][CH2:38][C:39]([O:41][C:42]([CH3:45])([CH3:44])[CH3:43])=[O:40])(=[O:36])=[O:35])=[CH:32][CH:33]=2)[CH2:26][CH2:27]1. The catalyst class is: 9.